From a dataset of Full USPTO retrosynthesis dataset with 1.9M reactions from patents (1976-2016). Predict the reactants needed to synthesize the given product. (1) Given the product [F:1][C:2]1[CH:7]=[CH:6][C:5]([S:8]([N:11]([CH:12]2[CH2:24][N:16]3[C:17]4[C:22]([C:23]([CH:35]=[O:36])=[C:15]3[CH2:14][CH2:13]2)=[CH:21][CH:20]=[CH:19][CH:18]=4)[CH3:25])(=[O:9])=[O:10])=[CH:4][CH:3]=1, predict the reactants needed to synthesize it. The reactants are: [F:1][C:2]1[CH:7]=[CH:6][C:5]([S:8]([N:11]([CH3:25])[CH:12]2[CH2:24][N:16]3[C:17]4[C:22]([CH:23]=[C:15]3[CH2:14][CH2:13]2)=[CH:21][CH:20]=[CH:19][CH:18]=4)(=[O:10])=[O:9])=[CH:4][CH:3]=1.O=P(Cl)(Cl)Cl.O.CN([CH:35]=[O:36])C. (2) Given the product [CH2:17]([O:3][C:4]1[C:13]2[C:8](=[CH:9][CH:10]=[CH:11][CH:12]=2)[C:7]([CH:14]=[O:15])=[CH:6][CH:5]=1)[CH3:18], predict the reactants needed to synthesize it. The reactants are: [H-].[Na+].[OH:3][C:4]1[C:13]2[C:8](=[CH:9][CH:10]=[CH:11][CH:12]=2)[C:7]([CH:14]=[O:15])=[CH:6][CH:5]=1.I[CH2:17][CH3:18].Cl. (3) Given the product [ClH:28].[CH2:1]([NH:3][C:4]1[N:5]=[C:6]([NH:19][CH3:20])[C:7]2[N:13]=[C:12]([NH:14][CH2:15][CH3:16])[N:11]=[C:10]([NH:17][CH3:18])[C:8]=2[N:9]=1)[CH3:2], predict the reactants needed to synthesize it. The reactants are: [CH2:1]([NH:3][C:4]1[N:5]=[C:6]([NH:19][CH3:20])[C:7]2[N:13]=[C:12]([NH:14][CH2:15][CH3:16])[N:11]=[C:10]([NH:17][CH3:18])[C:8]=2[N:9]=1)[CH3:2].Cl.C(OCC)C.Cl.[Cl:28]C1N=C(NCCC)C2N=C(NC)N=C(NCCC)C=2N=1. (4) Given the product [CH:1]1([C:5]2[N:6]=[C:7]([CH2:10][CH2:11][C:12]3[CH:38]=[CH:37][N:15]4[C:16](=[O:36])[C:17](/[CH:27]=[CH:28]/[C:29]([OH:31])=[O:30])=[C:18]([N:20]5[CH2:25][CH2:24][CH2:23][CH:22]([OH:26])[CH2:21]5)[N:19]=[C:14]4[CH:13]=3)[S:8][CH:9]=2)[CH2:2][CH2:3][CH2:4]1, predict the reactants needed to synthesize it. The reactants are: [CH:1]1([C:5]2[N:6]=[C:7]([CH2:10][CH2:11][C:12]3[CH:38]=[CH:37][N:15]4[C:16](=[O:36])[C:17](/[CH:27]=[CH:28]/[C:29]([O:31]C(C)(C)C)=[O:30])=[C:18]([N:20]5[CH2:25][CH2:24][CH2:23][CH:22]([OH:26])[CH2:21]5)[N:19]=[C:14]4[CH:13]=3)[S:8][CH:9]=2)[CH2:4][CH2:3][CH2:2]1. (5) Given the product [Cl:1][C:2]1[CH:7]=[CH:6][CH:5]=[C:4]([C:36]#[N:37])[C:3]=1[C:9]1[NH:13][C:12](=[O:14])[N:11]([C:15]2[CH:33]=[CH:32][C:18]([C:19]([NH:21][C:22]3[CH:27]=[CH:26][CH:25]=[C:24]([C:28]([F:31])([F:30])[F:29])[CH:23]=3)=[O:20])=[C:17]([O:34][CH3:35])[CH:16]=2)[N:10]=1, predict the reactants needed to synthesize it. The reactants are: [Cl:1][C:2]1[CH:7]=[CH:6][CH:5]=[C:4](I)[C:3]=1[C:9]1[NH:13][C:12](=[O:14])[N:11]([C:15]2[CH:33]=[CH:32][C:18]([C:19]([NH:21][C:22]3[CH:27]=[CH:26][CH:25]=[C:24]([C:28]([F:31])([F:30])[F:29])[CH:23]=3)=[O:20])=[C:17]([O:34][CH3:35])[CH:16]=2)[N:10]=1.[C:36]([Cu])#[N:37]. (6) Given the product [F:30][C:2]1([F:1])[CH2:7][CH2:6][N:5]([C:8]([C:10]2[CH:18]=[CH:17][C:16]3[N:15]([CH3:34])[C:14]4[CH2:19][CH2:20][N:21]([C:23]([O:25][C:26]([CH3:27])([CH3:29])[CH3:28])=[O:24])[CH2:22][C:13]=4[C:12]=3[CH:11]=2)=[O:9])[CH2:4][CH2:3]1, predict the reactants needed to synthesize it. The reactants are: [F:1][C:2]1([F:30])[CH2:7][CH2:6][N:5]([C:8]([C:10]2[CH:18]=[CH:17][C:16]3[NH:15][C:14]4[CH2:19][CH2:20][N:21]([C:23]([O:25][C:26]([CH3:29])([CH3:28])[CH3:27])=[O:24])[CH2:22][C:13]=4[C:12]=3[CH:11]=2)=[O:9])[CH2:4][CH2:3]1.[H-].[Na+].I[CH3:34]. (7) Given the product [NH2:23][NH:24][C:7](=[O:8])[CH2:6][CH2:5][CH2:4][CH2:3][CH:2]([C:10]1[CH:15]=[CH:14][C:13]([C:16]2[CH:21]=[CH:20][C:19]([Cl:22])=[CH:18][CH:17]=2)=[CH:12][CH:11]=1)[OH:1], predict the reactants needed to synthesize it. The reactants are: [OH:1][CH:2]([C:10]1[CH:15]=[CH:14][C:13]([C:16]2[CH:21]=[CH:20][C:19]([Cl:22])=[CH:18][CH:17]=2)=[CH:12][CH:11]=1)[CH2:3][CH2:4][CH2:5][CH2:6][C:7](O)=[O:8].[NH2:23][NH2:24]. (8) Given the product [CH3:1][C:2]1[C:3]([CH2:14][S+:15]([O-:26])[C:16]2[NH:20][C:19]3[CH:21]=[CH:22][CH:23]=[CH:24][C:18]=3[N:17]=2)=[N:4][CH:5]=[CH:6][C:7]=1[O:8][CH2:9][CH2:10][CH2:11][O:12][CH3:13], predict the reactants needed to synthesize it. The reactants are: [CH3:1][C:2]1[C:3]([CH2:14][S:15][C:16]2[NH:20][C:19]3[CH:21]=[CH:22][CH:23]=[CH:24][C:18]=3[N:17]=2)=[N:4][CH:5]=[CH:6][C:7]=1[O:8][CH2:9][CH2:10][CH2:11][O:12][CH3:13].C([O-])([O-])=[O:26].C([O-])([O-])=O.OO.OO.OO.[Na+].[Na+].[Na+].[Na+].O.C(O)(=O)C.